From a dataset of NCI-60 drug combinations with 297,098 pairs across 59 cell lines. Regression. Given two drug SMILES strings and cell line genomic features, predict the synergy score measuring deviation from expected non-interaction effect. Drug 1: C1CN1P(=S)(N2CC2)N3CC3. Drug 2: C1=CC=C(C(=C1)C(C2=CC=C(C=C2)Cl)C(Cl)Cl)Cl. Cell line: MALME-3M. Synergy scores: CSS=5.17, Synergy_ZIP=-2.27, Synergy_Bliss=-2.80, Synergy_Loewe=-3.99, Synergy_HSA=-2.74.